This data is from Reaction yield outcomes from USPTO patents with 853,638 reactions. The task is: Predict the reaction yield, written as a fraction of the theoretical maximum amount of product (1.0 means a 100% yield; for example, 0.34 means a 34% yield). (1) The reactants are [NH:1]1[CH2:6][CH2:5][O:4][CH2:3][CH2:2]1.CCN(CC)CC.[Cl:14][CH2:15][C:16](Cl)=[O:17]. The catalyst is C1COCC1. The product is [Cl:14][CH2:15][C:16]([N:1]1[CH2:6][CH2:5][O:4][CH2:3][CH2:2]1)=[O:17]. The yield is 1.00. (2) The reactants are [CH3:1][C:2]1[C:6]([CH2:7][N:8]2[CH:12]=[C:11]([N:13]3[C:17](=[O:18])[CH2:16][NH:15][C:14]3=[O:19])[CH:10]=[N:9]2)=[C:5]([CH3:20])[O:4][N:3]=1.Cl[CH2:22][C:23]1[C:24]([CH3:29])=[N:25][O:26][C:27]=1[CH3:28]. No catalyst specified. The product is [CH3:29][C:24]1[C:23]([CH2:22][N:15]2[CH2:16][C:17](=[O:18])[N:13]([C:11]3[CH:10]=[N:9][N:8]([CH2:7][C:6]4[C:2]([CH3:1])=[N:3][O:4][C:5]=4[CH3:20])[CH:12]=3)[C:14]2=[O:19])=[C:27]([CH3:28])[O:26][N:25]=1. The yield is 0.500. (3) The reactants are [Cl:1][C:2]1[CH:3]=[C:4]([NH2:15])[CH:5]=[CH:6][C:7]=1[C:8]1[CH:13]=[CH:12][C:11]([Cl:14])=[CH:10][CH:9]=1.[C:16](/[C:18](=[CH:24]\OCC)/[C:19]([O:21][CH2:22][CH3:23])=[O:20])#[N:17]. No catalyst specified. The product is [Cl:1][C:2]1[CH:3]=[C:4]([NH:15]/[CH:24]=[C:18](\[C:16]#[N:17])/[C:19]([O:21][CH2:22][CH3:23])=[O:20])[CH:5]=[CH:6][C:7]=1[C:8]1[CH:13]=[CH:12][C:11]([Cl:14])=[CH:10][CH:9]=1. The yield is 0.550. (4) The reactants are FC(F)(F)C1C=C(NC(=O)NC2C=CC(C3SC(CCC(O)=O)=NC=3)=CC=2)C=CC=1.[Cl:31][C:32]1[CH:33]=[C:34]([NH:38][C:39](=[O:62])[NH:40][C:41]2[CH:46]=[CH:45][C:44]([C:47]3[O:51][C:50]([CH:52]4[CH2:57][CH2:56][CH:55]([C:58]([O:60]C)=[O:59])[CH2:54][CH2:53]4)=[N:49][CH:48]=3)=[CH:43][CH:42]=2)[CH:35]=[CH:36][CH:37]=1. No catalyst specified. The product is [Cl:31][C:32]1[CH:33]=[C:34]([NH:38][C:39](=[O:62])[NH:40][C:41]2[CH:42]=[CH:43][C:44]([C:47]3[O:51][C:50]([CH:52]4[CH2:53][CH2:54][CH:55]([C:58]([OH:60])=[O:59])[CH2:56][CH2:57]4)=[N:49][CH:48]=3)=[CH:45][CH:46]=2)[CH:35]=[CH:36][CH:37]=1. The yield is 0.920. (5) The reactants are [Cl:1][CH2:2][CH:3]([OH:16])[CH2:4][O:5][S:6]([C:9]1[C:10]([CH3:15])=[CH:11][CH:12]=[CH:13][CH:14]=1)(=[O:8])=[O:7].[Br-].[Na+].C(=O)([O-])O.[Na+].Cl[O-].[Na+].S([O-])([O-])(=O)=S.[Na+].[Na+]. The catalyst is CC1(C)N([O])C(C)(C)CCC1.O.C(OCC)(=O)C. The product is [Cl:1][CH2:2][C:3](=[O:16])[CH2:4][O:5][S:6]([C:9]1[C:10]([CH3:15])=[CH:11][CH:12]=[CH:13][CH:14]=1)(=[O:8])=[O:7]. The yield is 0.770. (6) The reactants are [CH:1]([CH:3]([CH2:8][C:9]1[CH:10]=[N:11][CH:12]=[N:13][CH:14]=1)[C:4]([O:6]C)=O)=O.C([O-])([O-])=O.[K+].[K+].[Cl:21][C:22]1[CH:27]=[CH:26][C:25]([O:28][C:29]2[CH:34]=[CH:33][C:32]([CH2:35][CH2:36][N:37]([CH3:41])[C:38]([NH2:40])=[NH:39])=[CH:31][CH:30]=2)=[CH:24][C:23]=1[C:42]([F:45])([F:44])[F:43]. The catalyst is CN1C(=O)CCC1. The product is [Cl:21][C:22]1[CH:27]=[CH:26][C:25]([O:28][C:29]2[CH:34]=[CH:33][C:32]([CH2:35][CH2:36][N:37]([CH3:41])[C:38]3[NH:40][CH:1]=[C:3]([CH2:8][C:9]4[CH:10]=[N:11][CH:12]=[N:13][CH:14]=4)[C:4](=[O:6])[N:39]=3)=[CH:31][CH:30]=2)=[CH:24][C:23]=1[C:42]([F:43])([F:44])[F:45]. The yield is 0.224.